This data is from Reaction yield outcomes from USPTO patents with 853,638 reactions. The task is: Predict the reaction yield, written as a fraction of the theoretical maximum amount of product (1.0 means a 100% yield; for example, 0.34 means a 34% yield). The reactants are [O:1]=[S:2]1(=[O:16])[C:8]2[CH:9]=[CH:10][CH:11]=[CH:12][C:7]=2[CH2:6][N:5](C(=O)C)[CH2:4][CH2:3]1.[OH-].[Na+].O. The catalyst is C(O)C. The product is [S:2]1(=[O:16])(=[O:1])[C:8]2[CH:9]=[CH:10][CH:11]=[CH:12][C:7]=2[CH2:6][NH:5][CH2:4][CH2:3]1. The yield is 0.760.